Task: Predict which catalyst facilitates the given reaction.. Dataset: Catalyst prediction with 721,799 reactions and 888 catalyst types from USPTO (1) Reactant: FC(F)(F)C(O)=O.[CH:8]1([C:11]2[C:12]([O:21][C@@H:22]3[CH2:27][CH2:26][CH2:25][NH:24][CH2:23]3)=[CH:13][C:14]([F:20])=[C:15]([CH:19]=2)[C:16]([OH:18])=[O:17])[CH2:10][CH2:9]1.Br[CH:29]([C:36]1[CH:41]=[CH:40][CH:39]=[CH:38][CH:37]=1)[C:30]1[CH:35]=[CH:34][CH:33]=[CH:32][CH:31]=1.C(=O)([O-])[O-].[K+].[K+].[I-].[Na+].Cl. Product: [CH:29]([N:24]1[CH2:25][CH2:26][CH2:27][C@@H:22]([O:21][C:12]2[C:11]([CH:8]3[CH2:9][CH2:10]3)=[CH:19][C:15]([C:16]([OH:18])=[O:17])=[C:14]([F:20])[CH:13]=2)[CH2:23]1)([C:30]1[CH:35]=[CH:34][CH:33]=[CH:32][CH:31]=1)[C:36]1[CH:41]=[CH:40][CH:39]=[CH:38][CH:37]=1. The catalyst class is: 10. (2) Reactant: [Br:1][C:2]1[CH:3]=[C:4]([CH:9]=[CH:10][C:11]=1/[CH:12]=[CH:13]/[C:14]([O:16][CH3:17])=[O:15])[C:5]([O:7][CH3:8])=[O:6].[S:18](=[O:21])([OH:20])[O-:19].[Na+]. Product: [Br:1][C:2]1[CH:3]=[C:4]([C:5]([O:7][CH3:8])=[O:6])[CH:9]=[CH:10][C:11]=1[CH:12]([S:18]([OH:21])(=[O:20])=[O:19])[CH2:13][C:14]([O:16][CH3:17])=[O:15]. The catalyst class is: 40.